Dataset: Peptide-MHC class I binding affinity with 185,985 pairs from IEDB/IMGT. Task: Regression. Given a peptide amino acid sequence and an MHC pseudo amino acid sequence, predict their binding affinity value. This is MHC class I binding data. (1) The peptide sequence is QVNDVLHSV. The MHC is HLA-A02:12 with pseudo-sequence HLA-A02:12. The binding affinity (normalized) is 0.583. (2) The peptide sequence is GEHSLPRCW. The MHC is HLA-B40:02 with pseudo-sequence HLA-B40:02. The binding affinity (normalized) is 0.291. (3) The peptide sequence is RLRRRRHPL. The MHC is HLA-C07:01 with pseudo-sequence HLA-C07:01. The binding affinity (normalized) is 0.0847. (4) The peptide sequence is MLLAFMTL. The MHC is H-2-Kb with pseudo-sequence H-2-Kb. The binding affinity (normalized) is 0.811. (5) The peptide sequence is DPDHYKDYAF. The MHC is HLA-B53:01 with pseudo-sequence HLA-B53:01. The binding affinity (normalized) is 0.247. (6) The peptide sequence is KLWASQIY. The MHC is HLA-A68:01 with pseudo-sequence HLA-A68:01. The binding affinity (normalized) is 0. (7) The peptide sequence is ILIYNGWYA. The MHC is HLA-A30:02 with pseudo-sequence HLA-A30:02. The binding affinity (normalized) is 0.305. (8) The peptide sequence is RPAGARAAF. The MHC is HLA-B15:42 with pseudo-sequence HLA-B15:42. The binding affinity (normalized) is 0.213.